From a dataset of Aqueous solubility values for 9,982 compounds from the AqSolDB database. Regression/Classification. Given a drug SMILES string, predict its absorption, distribution, metabolism, or excretion properties. Task type varies by dataset: regression for continuous measurements (e.g., permeability, clearance, half-life) or binary classification for categorical outcomes (e.g., BBB penetration, CYP inhibition). For this dataset (solubility_aqsoldb), we predict Y. (1) The drug is CC(C)COC(C)(C)C. The Y is 0.885 log mol/L. (2) The molecule is CCc1cccc(C)c1N(C(=O)CCl)C(C)COC. The Y is -2.73 log mol/L. (3) The Y is -4.77 log mol/L. The compound is CC[C@]12CCC3=C(CCc4cc(OC)ccc43)[C@@H]1CCC2=O. (4) The compound is COc1cc(S(=O)(=O)[O-])c(C)cc1NC(=O)CC(C)=O.[NH4+]. The Y is -0.202 log mol/L. (5) The molecule is c1ccoc1. The Y is -0.820 log mol/L. (6) The drug is Clc1cc2c(Cl)cccc2c(Cl)c1Cl. The Y is -7.86 log mol/L. (7) The drug is Clc1ccc(Cl)c(-c2c(Cl)c(Cl)cc(Cl)c2Cl)c1. The Y is -7.43 log mol/L. (8) The drug is Cc1ccsc1. The Y is -2.39 log mol/L. (9) The compound is O=C1c2ccccc2/C(=N/O)C1[N+](=O)[O-]. The Y is -2.68 log mol/L.